Dataset: Reaction yield outcomes from USPTO patents with 853,638 reactions. Task: Predict the reaction yield, written as a fraction of the theoretical maximum amount of product (1.0 means a 100% yield; for example, 0.34 means a 34% yield). (1) The reactants are [CH2:1]1[N:10]2[C@H:11]3[CH2:16][CH2:15][N:14](C(OCC)=O)[CH2:13][C@H:12]3[C:8]3[C:9]2=[C:4]([CH:5]=[CH:6][CH:7]=3)[NH:3][CH2:2]1.[OH-].[K+]. The catalyst is C(O)CCC. The product is [CH2:1]1[N:10]2[C@H:11]3[CH2:16][CH2:15][NH:14][CH2:13][C@H:12]3[C:8]3[C:9]2=[C:4]([CH:5]=[CH:6][CH:7]=3)[NH:3][CH2:2]1. The yield is 0.780. (2) The reactants are Br[C:2]1[CH:8]=[CH:7][C:5]([NH2:6])=[C:4]([CH2:9][CH3:10])[CH:3]=1.[CH3:11][PH:12](=[O:14])[CH3:13].P([O-])([O-])([O-])=O.[K+].[K+].[K+]. The catalyst is CN(C=O)C.C([O-])(=O)C.[Pd+2].C([O-])(=O)C.CC1(C)C2C(=C(P(C3C=CC=CC=3)C3C=CC=CC=3)C=CC=2)OC2C(P(C3C=CC=CC=3)C3C=CC=CC=3)=CC=CC1=2. The product is [CH3:11][P:12]([C:2]1[CH:8]=[CH:7][C:5]([NH2:6])=[C:4]([CH2:9][CH3:10])[CH:3]=1)([CH3:13])=[O:14]. The yield is 0.780. (3) The reactants are [CH2:1]([O:8][C:9]1[CH:16]=[CH:15][C:12]([C:13]#[N:14])=[CH:11][CH:10]=1)[CH2:2][CH2:3][CH2:4][CH2:5][CH2:6][CH3:7].Cl.[NH2:18][OH:19]. The catalyst is CCO. The product is [CH2:1]([O:8][C:9]1[CH:10]=[CH:11][C:12](/[C:13](=[N:18]/[OH:19])/[NH2:14])=[CH:15][CH:16]=1)[CH2:2][CH2:3][CH2:4][CH2:5][CH2:6][CH3:7]. The yield is 0.910. (4) The reactants are [NH2:1][C@H:2]([C:8]([OH:10])=[O:9])[CH2:3][CH2:4][C:5](=[O:7])[NH2:6].[OH-].[Na+].[CH2:13]([CH:15]([CH2:20][CH2:21][CH2:22][CH3:23])[CH2:16][N:17]=[C:18]=[O:19])[CH3:14]. The catalyst is O.O1CCOCC1. The product is [CH2:13]([CH:15]([CH2:20][CH2:21][CH2:22][CH3:23])[CH2:16][NH:17][C:18]([NH:1][C@H:2]([C:8]([OH:10])=[O:9])[CH2:3][CH2:4][C:5](=[O:7])[NH2:6])=[O:19])[CH3:14]. The yield is 0.880. (5) The reactants are [F:1][C:2]1[CH:10]=[CH:9][C:8]([N+:11]([O-:13])=[O:12])=[CH:7][C:3]=1[C:4](Cl)=[O:5].C(N(CC)CC)C.[F:21][C:22]1[CH:23]=[C:24]([C:34](=[O:36])[CH3:35])[CH:25]=[CH:26][C:27]=1[N:28]1[CH2:33][CH2:32][NH:31][CH2:30][CH2:29]1. The catalyst is O1CCOCC1. The product is [F:21][C:22]1[CH:23]=[C:24]([C:34](=[O:36])[CH3:35])[CH:25]=[CH:26][C:27]=1[N:28]1[CH2:33][CH2:32][N:31]([C:4](=[O:5])[C:3]2[CH:7]=[C:8]([N+:11]([O-:13])=[O:12])[CH:9]=[CH:10][C:2]=2[F:1])[CH2:30][CH2:29]1. The yield is 0.680. (6) The reactants are Br[C:2]1[CH:3]=[C:4]([N+:10]([O-:12])=[O:11])[C:5]([O:8][CH3:9])=[N:6][CH:7]=1.C(=O)([O-])[O-].[Cs+].[Cs+].[CH2:19]([N:22]([CH3:24])[CH3:23])[C:20]#[CH:21]. The catalyst is CN(C=O)C.CC#N.CC#N.Cl[Pd]Cl. The product is [CH3:9][O:8][C:5]1[N:6]=[CH:7][C:2]([C:21]#[C:20][CH2:19][N:22]([CH3:24])[CH3:23])=[CH:3][C:4]=1[N+:10]([O-:12])=[O:11]. The yield is 0.270. (7) The reactants are Cl[C:2]1[N:3]=[N:4][C:5]([CH3:8])=[CH:6][CH:7]=1.O.[NH2:10][NH2:11]. The catalyst is C(O)C. The product is [CH3:8][C:5]1[N:4]=[N:3][C:2]([NH:10][NH2:11])=[CH:7][CH:6]=1. The yield is 0.800. (8) The reactants are [CH3:1][C:2]1[NH:3][N:4]=[C:5]2[C:14]3[CH:13]=[C:12]([Cl:15])[CH:11]=[CH:10][C:9]=3[NH:8][C:7](=[O:16])[C:6]=12.[O:17]1[CH:22]=[CH:21][CH2:20][CH2:19][CH2:18]1.C1(C)C=CC(S(O)(=O)=O)=CC=1. The catalyst is CN(C=O)C. The product is [CH3:1][C:2]1[N:3]([CH:18]2[CH2:19][CH2:20][CH2:21][CH2:22][O:17]2)[N:4]=[C:5]2[C:14]3[CH:13]=[C:12]([Cl:15])[CH:11]=[CH:10][C:9]=3[NH:8][C:7](=[O:16])[C:6]=12. The yield is 0.880. (9) The reactants are Br[CH2:2][C:3]1[C:8]([N+:9]([O-:11])=[O:10])=[CH:7][CH:6]=[CH:5][N:4]=1.[F:12][C:13]1[CH:18]=[C:17]([F:19])[CH:16]=[CH:15][C:14]=1[OH:20]. No catalyst specified. The product is [F:12][C:13]1[CH:18]=[C:17]([F:19])[CH:16]=[CH:15][C:14]=1[O:20][CH2:2][C:3]1[C:8]([N+:9]([O-:11])=[O:10])=[CH:7][CH:6]=[CH:5][N:4]=1. The yield is 0.980.